Dataset: Reaction yield outcomes from USPTO patents with 853,638 reactions. Task: Predict the reaction yield, written as a fraction of the theoretical maximum amount of product (1.0 means a 100% yield; for example, 0.34 means a 34% yield). (1) The reactants are [N:1]12[CH2:8][CH2:7][CH:4]([CH2:5][CH2:6]1)[C@@H:3]([NH:9][C:10]([C:12]1[N:13]=[CH:14][C:15]3[N:16]([C:18](Br)=[CH:19][CH:20]=3)[CH:17]=1)=[O:11])[CH2:2]2.C(N(CC)CC)C.[CH2:29]([OH:32])[C:30]#[CH:31].[C:33]([OH:42])(=[O:41])[C@H:34]([C@@H:36]([C:38]([OH:40])=[O:39])[OH:37])[OH:35]. The catalyst is O1CCOCC1.[I+].[Cu+].Cl[Pd-2](Cl)(P(C1C=CC=CC=1)(C1C=CC=CC=1)C1C=CC=CC=1)P(C1C=CC=CC=1)(C1C=CC=CC=1)C1C=CC=CC=1. The product is [C:38]([CH:36]([CH:34]([C:33]([OH:42])=[O:41])[OH:35])[OH:37])([OH:40])=[O:39].[N:1]12[CH2:8][CH2:7][CH:4]([CH2:5][CH2:6]1)[C@@H:3]([NH:9][C:10]([C:12]1[N:13]=[CH:14][C:15]3[N:16]([C:18]([C:31]#[C:30][CH2:29][OH:32])=[CH:19][CH:20]=3)[CH:17]=1)=[O:11])[CH2:2]2. The yield is 0.240. (2) The reactants are [CH3:1][O:2][C:3]1[CH:12]=[C:11]2[C:6]([C:7]([O:13][CH2:14][C:15]3[N:19]4[CH:20]=[C:21]([C:24](O)=[O:25])[CH:22]=[CH:23][C:18]4=[N:17][N:16]=3)=[CH:8][CH:9]=[N:10]2)=[CH:5][CH:4]=1.[C:27]([O:31][C:32](=[O:38])[N:33]([CH2:35][CH2:36][NH2:37])[CH3:34])([CH3:30])([CH3:29])[CH3:28].F[P-](F)(F)(F)(F)F.N1(OC(N(C)C)=[N+](C)C)C2N=CC=CC=2N=N1.C(N(CC)CC)C. The catalyst is CN(C=O)C. The product is [CH3:1][O:2][C:3]1[CH:12]=[C:11]2[C:6]([C:7]([O:13][CH2:14][C:15]3[N:19]4[CH:20]=[C:21]([C:24]([NH:37][CH2:36][CH2:35][N:33]([CH3:34])[C:32](=[O:38])[O:31][C:27]([CH3:28])([CH3:29])[CH3:30])=[O:25])[CH:22]=[CH:23][C:18]4=[N:17][N:16]=3)=[CH:8][CH:9]=[N:10]2)=[CH:5][CH:4]=1. The yield is 0.930. (3) The reactants are [NH2:1][CH2:2][CH2:3][C@H:4]([N:6]1[CH2:11][CH2:10][CH:9]([N:12]([C:21]2[CH:26]=[CH:25][C:24]([O:27][CH3:28])=[CH:23][CH:22]=2)[CH2:13][C:14]2[CH:15]=[N:16][CH:17]=[CH:18][C:19]=2[CH3:20])[CH2:8][CH2:7]1)[CH3:5].CCN=C=NCCCN(C)C.C1C=CC2N(O)N=NC=2C=1.[Br:50][C:51]1[N:59]=[CH:58][CH:57]=[C:56]([CH3:60])[C:52]=1[C:53](O)=[O:54].CCN(C(C)C)C(C)C. The catalyst is CN(C=O)C. The product is [Br:50][C:51]1[N:59]=[CH:58][CH:57]=[C:56]([CH3:60])[C:52]=1[C:53]([NH:1][CH2:2][CH2:3][C@H:4]([N:6]1[CH2:7][CH2:8][CH:9]([N:12]([C:21]2[CH:26]=[CH:25][C:24]([O:27][CH3:28])=[CH:23][CH:22]=2)[CH2:13][C:14]2[CH:15]=[N:16][CH:17]=[CH:18][C:19]=2[CH3:20])[CH2:10][CH2:11]1)[CH3:5])=[O:54]. The yield is 0.380. (4) The reactants are [O:1]=[C:2]1[C:10]2[C:5](=[CH:6][CH:7]=[CH:8][CH:9]=2)[C:4](=[O:11])[N:3]1[CH2:12]/[CH:13]=[C:14](\[CH3:20])/[C:15]([O:17][CH2:18][CH3:19])=[O:16]. The catalyst is CO.[Pd]. The product is [O:1]=[C:2]1[C:10]2[C:5](=[CH:6][CH:7]=[CH:8][CH:9]=2)[C:4](=[O:11])[N:3]1[CH2:12][CH2:13][CH:14]([CH3:20])[C:15]([O:17][CH2:18][CH3:19])=[O:16]. The yield is 1.00. (5) The reactants are Br[C:2]1[CH:3]=[C:4]2[C:9](=[CH:10][CH:11]=1)[O:8][C:7]([CH2:12][N:13]1[CH2:18][CH2:17][O:16][CH2:15][CH2:14]1)=[C:6]([C:19]1[CH:24]=[CH:23][CH:22]=[CH:21][CH:20]=1)[C:5]2=[O:25].[H][H]. The catalyst is CO.[Pd]. The product is [O:16]1[CH2:17][CH2:18][N:13]([CH2:12][C:7]2[O:8][C:9]3[C:4]([C:5](=[O:25])[C:6]=2[C:19]2[CH:20]=[CH:21][CH:22]=[CH:23][CH:24]=2)=[CH:3][CH:2]=[CH:11][CH:10]=3)[CH2:14][CH2:15]1. The yield is 0.870. (6) The reactants are OC[CH:3]1[CH2:8][CH2:7][CH:6]([C:9]([NH:11][CH:12]([CH3:14])[CH3:13])=[O:10])[CH2:5][CH2:4]1.[H-].[Na+].[N+:17]([C:20]1[CH:27]=[CH:26][CH:25]=[C:24]([N+]([O-])=O)[C:21]=1[C:22]#[N:23])([O-:19])=[O:18].C1C[O:34][CH2:33]C1. No catalyst specified. The product is [C:22]([C:21]1[C:20]([N+:17]([O-:19])=[O:18])=[CH:27][CH:26]=[CH:25][C:24]=1[O:34][CH2:33][C:6]1([C:9]([NH:11][CH:12]([CH3:13])[CH3:14])=[O:10])[CH2:5][CH2:4][CH2:3][CH2:8][CH2:7]1)#[N:23]. The yield is 0.710.